Task: Predict the reactants needed to synthesize the given product.. Dataset: Full USPTO retrosynthesis dataset with 1.9M reactions from patents (1976-2016) (1) Given the product [CH3:39][C:28]1[N:27]([CH3:26])[C:31]([C:32]2[CH:33]=[C:34]([NH:35][C:12]([C:10]3[S:11][C:7]([C:1]4[CH:2]=[CH:3][CH:4]=[CH:5][CH:6]=4)=[CH:8][CH:9]=3)=[O:14])[CH:36]=[CH:37][CH:38]=2)=[CH:30][N:29]=1, predict the reactants needed to synthesize it. The reactants are: [C:1]1([C:7]2[S:11][C:10]([C:12]([OH:14])=O)=[CH:9][CH:8]=2)[CH:6]=[CH:5][CH:4]=[CH:3][CH:2]=1.C(Cl)(=O)C(Cl)=O.CN(C)C=O.[CH3:26][N:27]1[C:31]([C:32]2[CH:33]=[C:34]([CH:36]=[CH:37][CH:38]=2)[NH2:35])=[CH:30][N:29]=[C:28]1[CH3:39]. (2) Given the product [C:1]([O:5][C:6]([N:8]1[CH2:13][CH2:12][C:11]([C:21]([O:23][CH2:24][CH3:25])=[O:22])([CH2:14][CH2:15][I:26])[CH2:10][CH2:9]1)=[O:7])([CH3:4])([CH3:3])[CH3:2], predict the reactants needed to synthesize it. The reactants are: [C:1]([O:5][C:6]([N:8]1[CH2:13][CH2:12][C:11]([C:21]([O:23][CH2:24][CH3:25])=[O:22])([CH2:14][CH2:15]OS(C)(=O)=O)[CH2:10][CH2:9]1)=[O:7])([CH3:4])([CH3:3])[CH3:2].[I-:26].[Na+].O. (3) Given the product [Br:1][C:12]1[CH:13]=[CH:14][N:10]([C:15]2[CH:20]=[CH:19][CH:18]=[CH:17][N:16]=2)[CH:11]=1, predict the reactants needed to synthesize it. The reactants are: [Br:1][Si](C)(C)C.CS(C)=O.[N:10]1([C:15]2[CH:20]=[CH:19][CH:18]=[CH:17][N:16]=2)[CH:14]=[CH:13][CH:12]=[CH:11]1.O. (4) Given the product [CH3:16][C:17]1[S:21][C:20]([N:22]2[CH2:27][CH2:26][N:25]([C:8]([NH:7][C:3]3[CH:2]=[N:1][CH:6]=[CH:5][CH:4]=3)=[O:15])[CH2:24][CH2:23]2)=[N:19][C:18]=1[C:28]1[CH:29]=[CH:30][CH:31]=[CH:32][CH:33]=1, predict the reactants needed to synthesize it. The reactants are: [N:1]1[CH:6]=[CH:5][CH:4]=[C:3]([NH:7][C:8](=[O:15])OCC(Cl)(Cl)Cl)[CH:2]=1.[CH3:16][C:17]1[S:21][C:20]([N:22]2[CH2:27][CH2:26][NH:25][CH2:24][CH2:23]2)=[N:19][C:18]=1[C:28]1[CH:33]=[CH:32][CH:31]=[CH:30][CH:29]=1.C(N(C(C)C)CC)(C)C.O. (5) Given the product [Br:9][C:4]1[S:3][C:2]([CH3:1])=[C:6]([CH:7]=[O:8])[CH:5]=1, predict the reactants needed to synthesize it. The reactants are: [CH3:1][C:2]1[S:3][CH:4]=[CH:5][C:6]=1[CH:7]=[O:8].[Br:9]N1C(=O)CCC1=O.O.C(OCC)C. (6) Given the product [CH3:1][C@@H:2]([N:6]([CH3:20])[C:7]1[CH:14]=[CH:13][C:10]([C:11]#[N:12])=[C:9]([C:15]([F:16])([F:17])[F:18])[CH:8]=1)[CH:3]([CH3:4])[CH3:5], predict the reactants needed to synthesize it. The reactants are: [CH3:1][CH:2]([NH:6][C:7]1[CH:14]=[CH:13][C:10]([C:11]#[N:12])=[C:9]([C:15]([F:18])([F:17])[F:16])[CH:8]=1)[CH:3]([CH3:5])[CH3:4].I[CH3:20]. (7) Given the product [CH:1]1([N:6]2[C:10]3[N:11]=[C:12]([NH:15][C:21]4[CH:26]=[N:25][C:24]([N:27]5[CH2:28][CH2:29][CH:30]([N:33]([CH3:35])[CH3:34])[CH2:31][CH2:32]5)=[CH:23][CH:22]=4)[N:13]=[CH:14][C:9]=3[C:8]3[CH:16]=[CH:17][N:18]=[CH:19][C:7]2=3)[CH2:2][CH2:3][CH2:4][CH2:5]1, predict the reactants needed to synthesize it. The reactants are: [CH:1]1([N:6]2[C:10]3[N:11]=[C:12]([NH2:15])[N:13]=[CH:14][C:9]=3[C:8]3[CH:16]=[CH:17][N:18]=[CH:19][C:7]2=3)[CH2:5][CH2:4][CH2:3][CH2:2]1.Br[C:21]1[CH:22]=[CH:23][C:24]([N:27]2[CH2:32][CH2:31][CH:30]([N:33]([CH3:35])[CH3:34])[CH2:29][CH2:28]2)=[N:25][CH:26]=1.CC1(C)C2C=CC=C(P(C3C=CC=CC=3)C3C=CC=CC=3)C=2OC2C1=CC=CC=2P(C1C=CC=CC=1)C1C=CC=CC=1.CC(C)([O-])C.[Na+]. (8) Given the product [Cl:32][C:18]1[C:19]([NH:21][C:22]2[CH:31]=[CH:30][CH:29]=[CH:28][C:23]=2[C:24]([NH:26][CH3:27])=[O:25])=[N:20][C:15]([NH:1][C:2]2[CH:13]=[CH:12][C:5]3[C:6](=[O:11])[NH:7][CH2:8][CH2:9][O:10][C:4]=3[CH:3]=2)=[N:16][CH:17]=1, predict the reactants needed to synthesize it. The reactants are: [NH2:1][C:2]1[CH:13]=[CH:12][C:5]2[C:6](=[O:11])[NH:7][CH2:8][CH2:9][O:10][C:4]=2[CH:3]=1.Cl[C:15]1[N:20]=[C:19]([NH:21][C:22]2[CH:31]=[CH:30][CH:29]=[CH:28][C:23]=2[C:24]([NH:26][CH3:27])=[O:25])[C:18]([Cl:32])=[CH:17][N:16]=1.Cl.O1CCOCC1.O.